From a dataset of Full USPTO retrosynthesis dataset with 1.9M reactions from patents (1976-2016). Predict the reactants needed to synthesize the given product. (1) Given the product [Cl:29][C:23]1[CH:24]=[N:25][CH:26]=[C:27]([Cl:28])[C:22]=1[NH:21][C:15]1[C:14]2[C:19](=[C:10]([O:9][CH2:8][CH2:7][CH2:6][CH2:5][N:2]([CH3:3])[CH3:1])[C:11]([O:30][CH3:31])=[CH:12][CH:13]=2)[NH:18][C:17](=[O:20])[CH:16]=1, predict the reactants needed to synthesize it. The reactants are: [CH3:1][NH:2][CH3:3].Br[CH2:5][CH2:6][CH2:7][CH2:8][O:9][C:10]1[C:11]([O:30][CH3:31])=[CH:12][CH:13]=[C:14]2[C:19]=1[NH:18][C:17](=[O:20])[CH:16]=[C:15]2[NH:21][C:22]1[C:27]([Cl:28])=[CH:26][N:25]=[CH:24][C:23]=1[Cl:29].C([O-])([O-])=O.[K+].[K+]. (2) Given the product [CH2:16]([C:12]1([CH2:12][CH2:13][CH2:1][CH2:2][CH2:3][CH2:4][CH3:5])[C:11]2[CH:10]=[CH:9][CH:8]=[CH:7][C:6]=2[C:5]2[C:13]1=[CH:1][CH:2]=[CH:3][CH:4]=2)[CH2:17][CH2:18][CH2:19][CH2:20][CH2:21][CH3:22], predict the reactants needed to synthesize it. The reactants are: [CH:1]1[C:13]2[CH2:12][C:11]3[C:6](=[CH:7][CH:8]=[CH:9][CH:10]=3)[C:5]=2[CH:4]=[CH:3][CH:2]=1.[OH-].[Na+].[CH2:16](Br)[CH2:17][CH2:18][CH2:19][CH2:20][CH2:21][CH3:22]. (3) Given the product [Br:5][C:6]1[CH:29]=[C:28]2[C:9](=[CH:8][CH:7]=1)[CH:10]=[N:11][CH:22]=[CH:23]2, predict the reactants needed to synthesize it. The reactants are: [Al+3].[Cl-].[Cl-].[Cl-].[Br:5][C:6]1[CH:29]=[CH:28][C:9]([CH2:10][N:11]([CH2:22][CH:23](OC)OC)S(C2C=CC(C)=CC=2)(=O)=O)=[CH:8][CH:7]=1. (4) Given the product [CH3:32][O:31][C:28]1[CH:29]=[CH:30][C:25]([C:24]([NH:1][CH2:2][C:3]([N:5]2[CH2:14][CH2:13][C:12]3[C:7](=[C:8]([N:17]4[CH2:18][CH2:19][N:20]([CH3:23])[CH2:21][CH2:22]4)[CH:9]=[CH:10][C:11]=3[O:15][CH3:16])[CH2:6]2)=[O:4])=[O:33])=[CH:26][CH:27]=1, predict the reactants needed to synthesize it. The reactants are: [NH2:1][CH2:2][C:3]([N:5]1[CH2:14][CH2:13][C:12]2[C:7](=[C:8]([N:17]3[CH2:22][CH2:21][N:20]([CH3:23])[CH2:19][CH2:18]3)[CH:9]=[CH:10][C:11]=2[O:15][CH3:16])[CH2:6]1)=[O:4].[C:24](Cl)(=[O:33])[C:25]1[CH:30]=[CH:29][C:28]([O:31][CH3:32])=[CH:27][CH:26]=1. (5) Given the product [CH3:19][O:18][C:15]1[CH:14]=[CH:13][C:12]([C:11]([CH:1]([OH:4])[CH2:2][OH:3])([C:20]2[CH:21]=[CH:22][CH:23]=[CH:24][CH:25]=2)[C:10]2[CH:27]=[CH:28][C:7]([O:6][CH3:5])=[CH:8][CH:9]=2)=[CH:17][CH:16]=1, predict the reactants needed to synthesize it. The reactants are: [CH2:1]([OH:4])[CH2:2][OH:3].[CH3:5][O:6][C:7]1[CH:28]=[CH:27][C:10]([C:11](Cl)([C:20]2[CH:25]=[CH:24][CH:23]=[CH:22][CH:21]=2)[C:12]2[CH:17]=[CH:16][C:15]([O:18][CH3:19])=[CH:14][CH:13]=2)=[CH:9][CH:8]=1.